Dataset: Full USPTO retrosynthesis dataset with 1.9M reactions from patents (1976-2016). Task: Predict the reactants needed to synthesize the given product. (1) Given the product [NH2:29][CH2:28][CH2:27][CH:26]([N:1]1[CH2:2][CH2:3][CH:4]([C:7]2([C:16]3[CH:17]=[CH:18][C:19]([CH:22]([OH:24])[CH3:23])=[CH:20][CH:21]=3)[O:8][C:9]3[CH:15]=[CH:14][CH:13]=[CH:12][C:10]=3[O:11]2)[CH2:5][CH2:6]1)[CH3:40], predict the reactants needed to synthesize it. The reactants are: [NH:1]1[CH2:6][CH2:5][CH:4]([C:7]2([C:16]3[CH:21]=[CH:20][C:19]([CH:22]([OH:24])[CH3:23])=[CH:18][CH:17]=3)[O:11][C:10]3[CH:12]=[CH:13][CH:14]=[CH:15][C:9]=3[O:8]2)[CH2:3][CH2:2]1.O=[C:26]([CH3:40])[CH2:27][CH2:28][N:29]1C(=O)C2C(=CC=CC=2)C1=O. (2) Given the product [CH2:1]([CH:3]([C:6]1[C:11]2[N:12]([CH3:16])[C:13](=[O:15])[NH:14][C:10]=2[C:9]([C:17]([F:18])([F:20])[F:19])=[CH:8][CH:7]=1)[CH2:4][CH3:5])[CH3:2], predict the reactants needed to synthesize it. The reactants are: [CH2:1]([C:3]([C:6]1[C:11]2[N:12]([CH3:16])[C:13](=[O:15])[NH:14][C:10]=2[C:9]([C:17]([F:20])([F:19])[F:18])=[CH:8][CH:7]=1)=[CH:4][CH3:5])[CH3:2].[H][H]. (3) Given the product [CH2:1]([O:3][CH:4]([O:23][CH2:24][CH3:25])[C:5]1[CH:22]=[CH:21][C:8]([CH:9]2[CH:32]([C:28]3[N:27]([CH3:26])[CH:31]=[CH:30][N:29]=3)[C:13](=[O:41])[C:12]3[C:16]([C:15]([O:14][CH2:34][CH3:35])=[O:20])=[CH:17][CH:18]=[CH:19][C:11]=3[NH:10]2)=[CH:7][CH:6]=1)[CH3:2], predict the reactants needed to synthesize it. The reactants are: [CH2:1]([O:3][CH:4]([O:23][CH2:24][CH3:25])[C:5]1[CH:22]=[CH:21][C:8](/[CH:9]=[N:10]/[C:11]2[CH:19]=[CH:18][CH:17]=[C:16]3[C:12]=2[CH2:13][O:14][C:15]3=[O:20])=[CH:7][CH:6]=1)[CH3:2].[CH3:26][N:27]1[CH:31]=[CH:30][N:29]=[C:28]1[CH:32]=O.[CH2:34]([O-])[CH3:35].[Na+].C(OCC)(=[O:41])CC. (4) Given the product [CH:1]([NH:4][C:5]1[C:14]2[C:9](=[CH:10][C:11]([C:15]3[CH:16]=[C:17]([CH:21]=[CH:22][C:23]=3[CH3:24])[C:18]([NH:28][CH3:27])=[O:20])=[CH:12][CH:13]=2)[CH:8]=[N:7][N:6]=1)([CH3:3])[CH3:2], predict the reactants needed to synthesize it. The reactants are: [CH:1]([NH:4][C:5]1[C:14]2[C:9](=[CH:10][C:11]([C:15]3[CH:16]=[C:17]([CH:21]=[CH:22][C:23]=3[CH3:24])[C:18]([OH:20])=O)=[CH:12][CH:13]=2)[CH:8]=[N:7][N:6]=1)([CH3:3])[CH3:2].CN.[CH3:27][N:28](C(ON1N=NC2C=CC=NC1=2)=[N+](C)C)C.F[P-](F)(F)(F)(F)F. (5) Given the product [CH3:22][C:9]1[C:10]([CH2:11][C:12]2[C:21]3[C:16](=[CH:17][CH:18]=[CH:19][CH:20]=3)[CH:15]=[CH:14][CH:13]=2)=[C:6]2[N:5]=[C:4]([N:23]3[CH2:28][CH2:27][O:26][CH2:25][CH2:24]3)[CH:3]=[C:2]([C:33]3[CH:32]=[CH:31][NH:30][N:29]=3)[N:7]2[N:8]=1, predict the reactants needed to synthesize it. The reactants are: Cl[C:2]1[N:7]2[N:8]=[C:9]([CH3:22])[C:10]([CH2:11][C:12]3[C:21]4[C:16](=[CH:17][CH:18]=[CH:19][CH:20]=4)[CH:15]=[CH:14][CH:13]=3)=[C:6]2[N:5]=[C:4]([N:23]2[CH2:28][CH2:27][O:26][CH2:25][CH2:24]2)[CH:3]=1.[NH:29]1[CH:33]=[CH:32][C:31](B(O)O)=[N:30]1.C(=O)([O-])[O-].[K+].[K+].